This data is from Reaction yield outcomes from USPTO patents with 853,638 reactions. The task is: Predict the reaction yield, written as a fraction of the theoretical maximum amount of product (1.0 means a 100% yield; for example, 0.34 means a 34% yield). (1) The reactants are [NH2:1][C:2]1[C:7]([NH2:8])=[CH:6][CH:5]=[CH:4][N:3]=1.[CH2:9]([O:11][C:12](OCC)(OCC)OCC)[CH3:10]. The catalyst is C(OCC)(=O)C. The product is [CH2:9]([O:11][C:12]1[NH:1][C:2]2=[N:3][CH:4]=[CH:5][CH:6]=[C:7]2[N:8]=1)[CH3:10]. The yield is 0.360. (2) The product is [F:34][C:35]([F:49])([F:48])[C:36]1[CH:37]=[C:38]([CH:41]=[C:42]([C:44]([F:47])([F:46])[F:45])[CH:43]=1)[CH2:39][N:2]([CH3:1])[C:3](=[O:23])[C:4]1[C:9]([C:10]2[CH:15]=[CH:14][CH:13]=[CH:12][C:11]=2[CH3:16])=[CH:8][C:7]([N:17]2[CH2:22][CH2:21][O:20][CH2:19][CH2:18]2)=[N:6][CH:5]=1. The reactants are [CH3:1][NH:2][C:3](=[O:23])[C:4]1[C:9]([C:10]2[CH:15]=[CH:14][CH:13]=[CH:12][C:11]=2[CH3:16])=[CH:8][C:7]([N:17]2[CH2:22][CH2:21][O:20][CH2:19][CH2:18]2)=[N:6][CH:5]=1.C[Si](C)(C)[N-][Si](C)(C)C.[K+].[F:34][C:35]([F:49])([F:48])[C:36]1[CH:37]=[C:38]([CH:41]=[C:42]([C:44]([F:47])([F:46])[F:45])[CH:43]=1)[CH2:39]Br. The catalyst is O1CCCC1. The yield is 0.440. (3) The reactants are CO[C:3]1[CH2:4][CH2:5][CH2:6][CH2:7][N:8]=1.[CH3:9][O:10][C:11](=[O:15])[CH2:12][C:13]#[N:14]. The catalyst is C1COCC1. The product is [CH3:9][O:10][C:11](=[O:15])[C:12]([C:13]#[N:14])=[C:3]1[CH2:4][CH2:5][CH2:6][CH2:7][NH:8]1. The yield is 0.800. (4) The reactants are [I:1][C:2]1[NH:6][C:5]([C:7]([OH:9])=O)=[N:4][C:3]=1[CH3:10].[CH3:11][N:12](C(ON1N=NC2C=CC=CC1=2)=[N+](C)C)[CH3:13].F[P-](F)(F)(F)(F)F.Cl.CNC.C(N(CC)CC)C. The catalyst is CN(C)C=O.CCOC(C)=O. The product is [I:1][C:2]1[NH:6][C:5]([C:7]([N:12]([CH3:13])[CH3:11])=[O:9])=[N:4][C:3]=1[CH3:10]. The yield is 0.680. (5) The reactants are [NH:1]1[CH:5]=[N:4][CH:3]=[N:2]1.P(Cl)(Cl)(Cl)=O.[NH2:11][C:12]1[NH:13][C:14](=O)[C:15]2[N:21]=[C:20]([Cl:22])[CH:19]=[CH:18][C:16]=2[N:17]=1. The catalyst is C(#N)C. The product is [Cl:22][C:20]1[CH:19]=[CH:18][C:16]2[N:17]=[C:12]([NH2:11])[N:13]=[C:14]([N:1]3[CH:5]=[N:4][CH:3]=[N:2]3)[C:15]=2[N:21]=1. The yield is 0.530.